This data is from NCI-60 drug combinations with 297,098 pairs across 59 cell lines. The task is: Regression. Given two drug SMILES strings and cell line genomic features, predict the synergy score measuring deviation from expected non-interaction effect. (1) Drug 1: CN1C2=C(C=C(C=C2)N(CCCl)CCCl)N=C1CCCC(=O)O.Cl. Drug 2: C(CC(=O)O)C(=O)CN.Cl. Cell line: SN12C. Synergy scores: CSS=9.40, Synergy_ZIP=0.433, Synergy_Bliss=3.42, Synergy_Loewe=0.196, Synergy_HSA=-0.0767. (2) Drug 1: COC1=CC(=CC(=C1O)OC)C2C3C(COC3=O)C(C4=CC5=C(C=C24)OCO5)OC6C(C(C7C(O6)COC(O7)C8=CC=CS8)O)O. Drug 2: CCC1(CC2CC(C3=C(CCN(C2)C1)C4=CC=CC=C4N3)(C5=C(C=C6C(=C5)C78CCN9C7C(C=CC9)(C(C(C8N6C)(C(=O)OC)O)OC(=O)C)CC)OC)C(=O)OC)O.OS(=O)(=O)O. Cell line: NCI/ADR-RES. Synergy scores: CSS=0.0970, Synergy_ZIP=-1.54, Synergy_Bliss=-2.87, Synergy_Loewe=-1.17, Synergy_HSA=-2.07. (3) Drug 1: CC(C)(C#N)C1=CC(=CC(=C1)CN2C=NC=N2)C(C)(C)C#N. Drug 2: CC1C(C(CC(O1)OC2CC(CC3=C2C(=C4C(=C3O)C(=O)C5=C(C4=O)C(=CC=C5)OC)O)(C(=O)CO)O)N)O.Cl. Cell line: NCI-H226. Synergy scores: CSS=43.5, Synergy_ZIP=1.62, Synergy_Bliss=-0.748, Synergy_Loewe=-1.19, Synergy_HSA=0.529. (4) Drug 1: C(CN)CNCCSP(=O)(O)O. Drug 2: N.N.Cl[Pt+2]Cl. Cell line: COLO 205. Synergy scores: CSS=36.8, Synergy_ZIP=-2.64, Synergy_Bliss=-1.54, Synergy_Loewe=2.38, Synergy_HSA=4.74. (5) Drug 1: COC1=NC(=NC2=C1N=CN2C3C(C(C(O3)CO)O)O)N. Drug 2: CC1CCCC2(C(O2)CC(NC(=O)CC(C(C(=O)C(C1O)C)(C)C)O)C(=CC3=CSC(=N3)C)C)C. Cell line: SNB-19. Synergy scores: CSS=28.2, Synergy_ZIP=6.57, Synergy_Bliss=-0.842, Synergy_Loewe=-28.3, Synergy_HSA=0.222. (6) Drug 1: CC1=C(C(=CC=C1)Cl)NC(=O)C2=CN=C(S2)NC3=CC(=NC(=N3)C)N4CCN(CC4)CCO. Drug 2: CNC(=O)C1=NC=CC(=C1)OC2=CC=C(C=C2)NC(=O)NC3=CC(=C(C=C3)Cl)C(F)(F)F. Cell line: SR. Synergy scores: CSS=-4.14, Synergy_ZIP=-1.68, Synergy_Bliss=-9.59, Synergy_Loewe=-6.86, Synergy_HSA=-9.63.